Dataset: Reaction yield outcomes from USPTO patents with 853,638 reactions. Task: Predict the reaction yield, written as a fraction of the theoretical maximum amount of product (1.0 means a 100% yield; for example, 0.34 means a 34% yield). (1) The reactants are Cl[C:2]1[N:11]=[C:10]([NH:12][CH2:13][CH:14]([C:20]2[CH:25]=[CH:24][CH:23]=[CH:22][CH:21]=2)[C:15]2[NH:16][CH:17]=[CH:18][CH:19]=2)[C:9]2[C:4](=[CH:5][CH:6]=[CH:7][CH:8]=2)[N:3]=1.[CH3:26][S:27]([NH:30][C:31]1[CH:36]=[CH:35][C:34](B(O)O)=[CH:33][CH:32]=1)(=[O:29])=[O:28].CN(C)C1C=CC(C2N=C(NCC(C3C=CC=CC=3)C3NC=CC=3)C3C(=CC=CC=3)N=2)=CC=1. The catalyst is CCCCCC.CCOC(C)=O. The product is [C:20]1([CH:14]([C:15]2[NH:16][CH:17]=[CH:18][CH:19]=2)[CH2:13][NH:12][C:10]2[C:9]3[C:4](=[CH:5][CH:6]=[CH:7][CH:8]=3)[N:3]=[C:2]([C:34]3[CH:33]=[CH:32][C:31]([NH:30][S:27]([CH3:26])(=[O:28])=[O:29])=[CH:36][CH:35]=3)[N:11]=2)[CH:25]=[CH:24][CH:23]=[CH:22][CH:21]=1. The yield is 0.690. (2) The reactants are C(OC([O:9][C:10]([NH:12][CH2:13][CH:14]([CH2:19][CH:20]([CH3:22])[CH3:21])[CH2:15][C:16]([OH:18])=[O:17])=[O:11])C)(=O)C(C)C.C(=O)([O-])OC1C=C[CH:28]=[C:27]([CH:31]([O:33][C:34](=[O:38])[CH:35]([CH3:37])[CH3:36])C)[C:26]=1[N+]([O-])=O. No catalyst specified. The product is [C:34]([O:33][CH:31]([O:11][C:10]([NH:12][CH2:13][CH:14]([CH2:19][CH:20]([CH3:22])[CH3:21])[CH2:15][C:16]([OH:18])=[O:17])=[O:9])[CH:27]([CH3:26])[CH3:28])(=[O:38])[CH:35]([CH3:36])[CH3:37]. The yield is 0.510.